Dataset: Reaction yield outcomes from USPTO patents with 853,638 reactions. Task: Predict the reaction yield, written as a fraction of the theoretical maximum amount of product (1.0 means a 100% yield; for example, 0.34 means a 34% yield). (1) The reactants are [CH3:1][CH:2]([CH2:5][C:6]1[CH:11]=[CH:10][C:9]([CH:12]([CH3:14])[CH3:13])=[CH:8][CH:7]=1)[CH:3]=O.[C:15]([NH:19][OH:20])([CH3:18])([CH3:17])[CH3:16].CC1C=CC(S(O)(=O)=O)=CC=1. The catalyst is C1(C)C=CC=CC=1. The product is [C:15]([N+:19]([O-:20])=[CH:3][CH:2]([CH3:1])[CH2:5][C:6]1[CH:11]=[CH:10][C:9]([CH:12]([CH3:14])[CH3:13])=[CH:8][CH:7]=1)([CH3:18])([CH3:17])[CH3:16]. The yield is 0.252. (2) The reactants are [N:1]1[CH:6]=[CH:5][N:4]=[CH:3][C:2]=1[CH2:7][OH:8].[NH2:9][C:10]1[CH:15]=[CH:14][C:13](O)=[C:12]([Cl:17])[CH:11]=1.C1(P(C2C=CC=CC=2)C2C=CC=CC=2)C=CC=CC=1.CC(OC(/N=N/C(OC(C)C)=O)=O)C. The catalyst is C1COCC1. The product is [Cl:17][C:12]1[CH:11]=[C:10]([NH2:9])[CH:15]=[CH:14][C:13]=1[O:8][CH2:7][C:2]1[CH:3]=[N:4][CH:5]=[CH:6][N:1]=1. The yield is 0.330.